Dataset: Full USPTO retrosynthesis dataset with 1.9M reactions from patents (1976-2016). Task: Predict the reactants needed to synthesize the given product. (1) Given the product [Cl:15][C:13]1[CH:10]=[CH:9][C:8](/[CH:3]=[CH:2]/[C:1]([NH2:5])=[O:4])=[CH:7][C:23]=1[CH2:24][CH3:25], predict the reactants needed to synthesize it. The reactants are: [C:1]([NH2:5])(=[O:4])[CH:2]=[CH2:3].Br[C:7]1C=C[C:10]([CH:13]([Cl:15])C)=[CH:9][CH:8]=1.C(N([CH2:23][CH2:24][CH3:25])CCC)CC. (2) Given the product [Cl:26][C:9]1[C:10]([N:14]=[CH:31][N:32]([CH3:35])[CH3:33])=[C:11]([Cl:27])[N:12]=[C:7]([N:6]=[CH:28][N:22]([CH3:21])[CH3:17])[N:8]=1, predict the reactants needed to synthesize it. The reactants are: S(O)(O)(=O)=O.[NH2:6][C:7]1[N:12]=[C:11](O)[C:10]([NH2:14])=[C:9](O)[N:8]=1.N[C:17]1[N:22]=[C:21](O)C(N)=C(O)N=1.[ClH:26].[Cl-:27].[CH3:28][NH2+]C.[CH3:31][N+:32]([CH3:35])=[CH:33]Cl.[Cl-].[OH-].[Na+].C(=O)([O-])[O-].[Na+].[Na+]. (3) The reactants are: [Cl:1][C:2]1[C:3]2[C:10]([I:11])=[CH:9][NH:8][C:4]=2[N:5]=[CH:6][N:7]=1.C[O:13][C:14]([C@H:16]1[CH2:19][C@@H:18](O)[CH2:17]1)=O.C1C=CC(P(C2C=CC=CC=2)C2C=CC=CC=2)=CC=1.CC(OC(/N=N/C(OC(C)C)=O)=O)C. Given the product [Cl:1][C:2]1[C:3]2[C:10]([I:11])=[CH:9][N:8]([C@H:18]3[CH2:19][C@H:16]([CH2:14][OH:13])[CH2:17]3)[C:4]=2[N:5]=[CH:6][N:7]=1, predict the reactants needed to synthesize it. (4) Given the product [Cl:47][C:48]1[C:49]([NH:60][CH:61]2[CH2:69][C:68]3[C:63](=[CH:64][CH:65]=[CH:66][CH:67]=3)[CH2:62]2)=[N:50][CH:51]=[C:52]([CH:58]=1)[C:53]([O:55][CH2:56][CH3:57])=[O:54], predict the reactants needed to synthesize it. The reactants are: C1(P(C2C=CC=CC=2)C2C=CC3C(=CC=CC=3)C=2C2C3C(=CC=CC=3)C=CC=2P(C2C=CC=CC=2)C2C=CC=CC=2)C=CC=CC=1.[Cl:47][C:48]1[C:49](Cl)=[N:50][CH:51]=[C:52]([CH:58]=1)[C:53]([O:55][CH2:56][CH3:57])=[O:54].[NH2:60][CH:61]1[CH2:69][C:68]2[C:63](=[CH:64][CH:65]=[CH:66][CH:67]=2)[CH2:62]1.C(=O)([O-])[O-].[Cs+].[Cs+]. (5) Given the product [C:1]([C:3]1[CH:4]=[CH:5][C:6]([CH2:7][NH:8][C:9]2[CH:32]=[CH:31][C:12]3[C:13]([CH2:16][CH2:17][CH:18]4[CH2:19][CH2:20][N:21]([C:24]([O:26][C:27]([CH3:28])([CH3:29])[CH3:30])=[O:25])[CH2:22][CH2:23]4)=[N:14][O:15][C:11]=3[C:10]=2/[CH:33]=[CH:34]/[CH3:35])=[CH:36][CH:37]=1)#[N:2], predict the reactants needed to synthesize it. The reactants are: [C:1]([C:3]1[CH:37]=[CH:36][C:6]([CH:7]=[N:8][C:9]2[CH:32]=[CH:31][C:12]3[C:13]([CH2:16][CH2:17][CH:18]4[CH2:23][CH2:22][N:21]([C:24]([O:26][C:27]([CH3:30])([CH3:29])[CH3:28])=[O:25])[CH2:20][CH2:19]4)=[N:14][O:15][C:11]=3[C:10]=2/[CH:33]=[CH:34]/[CH3:35])=[CH:5][CH:4]=1)#[N:2].C(C1C=CC(C=NC2C=CC3C(CCC4CCN(C(OC(C)(C)C)=O)CC4)=NOC=3C=2/C=C\C)=CC=1)#N.[BH4-].[Na+].C(=O)(O)[O-].[Na+]. (6) Given the product [CH2:7]([O:6][C:4](=[O:5])[C:3]1[CH:9]=[C:10]([C:13](=[O:15])[CH3:14])[CH:11]=[CH:12][C:2]=1[O:1][CH2:22][CH:23]([CH3:25])[CH3:24])[CH3:8], predict the reactants needed to synthesize it. The reactants are: [OH:1][C:2]1[CH:12]=[CH:11][C:10]([C:13](=[O:15])[CH3:14])=[CH:9][C:3]=1[C:4]([O:6][CH2:7][CH3:8])=[O:5].C(=O)([O-])[O-].[Cs+].[Cs+].[CH2:22](Br)[CH:23]([CH3:25])[CH3:24].